Dataset: Retrosynthesis with 50K atom-mapped reactions and 10 reaction types from USPTO. Task: Predict the reactants needed to synthesize the given product. (1) Given the product COc1ccc(Cn2cc(-c3ccnc4[nH]ccc34)c(-c3ccc(NC(=O)Nc4ccccc4)cc3)n2)cc1, predict the reactants needed to synthesize it. The reactants are: COc1ccc(Cn2cc(-c3ccnc4[nH]ccc34)c(-c3ccc(N)cc3)n2)cc1.O=C=Nc1ccccc1. (2) Given the product CCOC(=O)CCc1cn(Cc2ccc3cc(OCc4ccccc4F)ccc3c2)nc1-c1ccccc1, predict the reactants needed to synthesize it. The reactants are: CCOC(=O)CCc1c[nH]nc1-c1ccccc1.Fc1ccccc1COc1ccc2cc(CCl)ccc2c1.